From a dataset of Catalyst prediction with 721,799 reactions and 888 catalyst types from USPTO. Predict which catalyst facilitates the given reaction. (1) Reactant: [Br:1][C:2]1[CH:3]=[C:4]([C:13]([OH:15])=O)[C:5]2[CH:6]=[N:7][N:8]([CH2:11][CH3:12])[C:9]=2[CH:10]=1.CCN=C=NCCCN(C)C.Cl.C1C=CC2N(O)N=NC=2C=1.O.CCN(C(C)C)C(C)C.[NH2:48][CH2:49][C:50]1[C:51](=[O:60])[NH:52][C:53]([CH3:59])=[CH:54][C:55]=1[CH2:56][CH2:57][CH3:58]. Product: [CH3:59][C:53]1[NH:52][C:51](=[O:60])[C:50]([CH2:49][NH:48][C:13]([C:4]2[C:5]3[CH:6]=[N:7][N:8]([CH2:11][CH3:12])[C:9]=3[CH:10]=[C:2]([Br:1])[CH:3]=2)=[O:15])=[C:55]([CH2:56][CH2:57][CH3:58])[CH:54]=1. The catalyst class is: 2. (2) Reactant: [OH:1][CH:2]([C:7]1[CH:12]=[CH:11][C:10]([N:13]2[CH2:18][CH2:17][O:16][CH2:15][CH2:14]2)=[CH:9][CH:8]=1)[C:3](=[O:6])[CH2:4][CH3:5].[CH3:19][C:20]1[CH:25]=[CH:24][C:23]([CH2:26]Br)=[CH:22][CH:21]=1.[OH-].[Na+]. Product: [OH:1][C:2]([C:7]1[CH:8]=[CH:9][C:10]([N:13]2[CH2:14][CH2:15][O:16][CH2:17][CH2:18]2)=[CH:11][CH:12]=1)([C:3](=[O:6])[CH2:4][CH3:5])[CH2:19][C:20]1[CH:25]=[CH:24][C:23]([CH3:26])=[CH:22][CH:21]=1. The catalyst class is: 58. (3) The catalyst class is: 747. Product: [CH3:22][C:23]1[CH:28]=[C:27]([CH3:29])[CH:26]=[CH:25][C:24]=1[C:2]1[CH:11]=[CH:10][CH:9]=[C:8]2[C:3]=1[C:4](=[O:21])[C:5]([C:19]#[N:20])=[CH:6][N:7]2[CH:12]([CH2:16][CH2:17][CH3:18])[CH2:13][CH2:14][CH3:15]. Reactant: Cl[C:2]1[CH:11]=[CH:10][CH:9]=[C:8]2[C:3]=1[C:4](=[O:21])[C:5]([C:19]#[N:20])=[CH:6][N:7]2[CH:12]([CH2:16][CH2:17][CH3:18])[CH2:13][CH2:14][CH3:15].[CH3:22][C:23]1[CH:28]=[C:27]([CH3:29])[CH:26]=[CH:25][C:24]=1B(O)O.[O-]P([O-])([O-])=O.[K+].[K+].[K+]. (4) Reactant: [O:1]=[C:2]1[N:7]2[CH:8]=[CH:9][CH:10]=[C:6]2[CH:5]=[C:4]([C:11]([O:13][CH3:14])=[O:12])[NH:3]1.[C:15]1(B(O)O)[CH:20]=[CH:19][CH:18]=[CH:17][CH:16]=1.N1C=CC=CC=1. Product: [O:1]=[C:2]1[N:7]2[CH:8]=[CH:9][CH:10]=[C:6]2[CH:5]=[C:4]([C:11]([O:13][CH3:14])=[O:12])[N:3]1[C:15]1[CH:20]=[CH:19][CH:18]=[CH:17][CH:16]=1. The catalyst class is: 302.